From a dataset of Forward reaction prediction with 1.9M reactions from USPTO patents (1976-2016). Predict the product of the given reaction. (1) Given the reactants [CH3:1][C:2]1[CH:3]=[N:4][N:5]([C:7]2[CH:12]=[CH:11][N:10]=[CH:9][C:8]=2[N:13]2[CH2:18][CH2:17][CH:16]([C:19](O)=[O:20])[CH2:15][CH2:14]2)[CH:6]=1.Cl.[O:23]1[CH2:27][CH2:26][C@H:25]([NH2:28])[CH2:24]1.CN(C(ON1N=NC2C=CC=NC1=2)=[N+](C)C)C.F[P-](F)(F)(F)(F)F.C(N(CC)CC)C, predict the reaction product. The product is: [CH3:1][C:2]1[CH:3]=[N:4][N:5]([C:7]2[CH:12]=[CH:11][N:10]=[CH:9][C:8]=2[N:13]2[CH2:14][CH2:15][CH:16]([C:19]([NH:28][C@H:25]3[CH2:26][CH2:27][O:23][CH2:24]3)=[O:20])[CH2:17][CH2:18]2)[CH:6]=1. (2) Given the reactants [CH:1]([CH:3]1[O:7]B(O)[C:5]2[CH:9]=[CH:10][CH:11]=[CH:12][C:4]1=2)=[CH2:2].Br[C:14]1[N:19]=[C:18]([NH:20][C:21]2[CH:25]=[C:24]([CH:26]3[CH2:28][CH2:27]3)[NH:23][N:22]=2)[C:17]([Cl:29])=[CH:16][N:15]=1.C([O-])([O-])=O.[Na+].[Na+], predict the reaction product. The product is: [Cl:29][C:17]1[C:18]([NH:20][C:21]2[CH:25]=[C:24]([CH:26]3[CH2:28][CH2:27]3)[NH:23][N:22]=2)=[N:19][C:14]([C:5]2[CH:9]=[CH:10][CH:11]=[CH:12][C:4]=2[CH:3]([OH:7])[CH:1]=[CH2:2])=[N:15][CH:16]=1. (3) Given the reactants [Br:1]Br.C1(P(C2C=CC=CC=2)C2C=CC=CC=2)C=CC=CC=1.O[CH2:23][CH2:24][C:25]1[S:29][C:28]([C:30]([O:32][CH:33]([CH3:35])[CH3:34])=[O:31])=[CH:27][CH:26]=1.N1C=CC=CC=1, predict the reaction product. The product is: [Br:1][CH2:23][CH2:24][C:25]1[S:29][C:28]([C:30]([O:32][CH:33]([CH3:35])[CH3:34])=[O:31])=[CH:27][CH:26]=1. (4) Given the reactants [NH2:1][C:2]1[C:3]([F:14])=[C:4]2[C:8](=[CH:9][CH:10]=1)[N:7]([C:11](=[O:13])[CH3:12])[CH2:6][CH2:5]2.Cl[C:16]1[C:25]2[C:20](=[CH:21][C:22]([O:28][CH3:29])=[C:23]([O:26][CH3:27])[CH:24]=2)[N:19]=[CH:18][N:17]=1.O.C(Cl)Cl, predict the reaction product. The product is: [NH4+:1].[OH-:13].[CH3:27][O:26][C:23]1[CH:24]=[C:25]2[C:20](=[CH:21][C:22]=1[O:28][CH3:29])[N:19]=[CH:18][N:17]=[C:16]2[NH:1][C:2]1[C:3]([F:14])=[C:4]2[C:8](=[CH:9][CH:10]=1)[N:7]([C:11](=[O:13])[CH3:12])[CH2:6][CH2:5]2. (5) The product is: [CH3:21][N:22]([CH3:26])[C:23](=[O:24])[O:13][C:4]1[C:3]([CH3:14])=[C:2]([NH2:1])[N:6]([C:7]2[CH:12]=[CH:11][CH:10]=[CH:9][CH:8]=2)[N:5]=1. Given the reactants [NH2:1][C:2]1[N:6]([C:7]2[CH:12]=[CH:11][CH:10]=[CH:9][CH:8]=2)[NH:5][C:4](=[O:13])[C:3]=1[CH3:14].C([O-])([O-])=O.[K+].[K+].[CH3:21][N:22]([CH3:26])[C:23](Cl)=[O:24].O, predict the reaction product. (6) Given the reactants [OH:1][CH2:2][C:3]1([CH2:27][OH:28])[O:7][N:6]=[C:5]([C:8]2[C:9]([NH:19][CH:20]3[CH2:25][CH2:24][CH:23]([OH:26])[CH2:22][CH2:21]3)=[C:10]3[CH:16]=[N:15][N:14]([CH2:17][CH3:18])[C:11]3=[N:12][CH:13]=2)[CH2:4]1.[Cr](Cl)([O-])(=O)=O.[NH+]1C=CC=CC=1, predict the reaction product. The product is: [OH:1][CH2:2][C:3]1([CH2:27][OH:28])[O:7][N:6]=[C:5]([C:8]2[C:9]([NH:19][CH:20]3[CH2:21][CH2:22][C:23](=[O:26])[CH2:24][CH2:25]3)=[C:10]3[CH:16]=[N:15][N:14]([CH2:17][CH3:18])[C:11]3=[N:12][CH:13]=2)[CH2:4]1. (7) Given the reactants [CH3:1][O:2][C@@H:3]1[CH2:7][CH2:6][O:5][C:4]1=[O:8].[CH:9]1[C:18]2[C:13](=[CH:14][CH:15]=[CH:16][CH:17]=2)[CH:12]=[CH:11][C:10]=1[SH:19].[H-].[Na+], predict the reaction product. The product is: [CH3:1][O:2][C@H:3]([CH2:7][CH2:6][S:19][C:10]1[CH:11]=[CH:12][C:13]2[C:18](=[CH:17][CH:16]=[CH:15][CH:14]=2)[CH:9]=1)[C:4]([OH:5])=[O:8]. (8) Given the reactants Cl[C:2]1[CH:7]=[CH:6][N:5]=[C:4]2[CH:8]=[C:9]([C:11]([N:13]3[CH2:17][CH2:16][C@H:15]([O:18][CH3:19])[CH2:14]3)=[O:12])[S:10][C:3]=12.[Cl:20][C:21]1[C:29]2[C:24](=[CH:25][CH:26]=[C:27]([NH2:30])[CH:28]=2)[NH:23][C:22]=1[CH3:31], predict the reaction product. The product is: [Cl:20][C:21]1[C:29]2[C:24](=[CH:25][CH:26]=[C:27]([NH:30][C:2]3[CH:7]=[CH:6][N:5]=[C:4]4[CH:8]=[C:9]([C:11]([N:13]5[CH2:17][CH2:16][C@H:15]([O:18][CH3:19])[CH2:14]5)=[O:12])[S:10][C:3]=34)[CH:28]=2)[NH:23][C:22]=1[CH3:31]. (9) Given the reactants [NH2:1][C:2]1[CH:7]=[CH:6][CH:5]=[CH:4][CH:3]=1.[Cl:8][CH2:9][C:10]1[CH:11]=[C:12]([CH:16]=[CH:17][CH:18]=1)[C:13](Cl)=[O:14], predict the reaction product. The product is: [Cl:8][CH2:9][C:10]1[CH:11]=[C:12]([CH:16]=[CH:17][CH:18]=1)[C:13]([NH:1][C:2]1[CH:7]=[CH:6][CH:5]=[CH:4][CH:3]=1)=[O:14].